Dataset: Peptide-MHC class I binding affinity with 185,985 pairs from IEDB/IMGT. Task: Regression. Given a peptide amino acid sequence and an MHC pseudo amino acid sequence, predict their binding affinity value. This is MHC class I binding data. (1) The peptide sequence is LASAMRMLW. The MHC is HLA-A26:01 with pseudo-sequence HLA-A26:01. The binding affinity (normalized) is 0.213. (2) The peptide sequence is MDISTSDIS. The MHC is HLA-A02:01 with pseudo-sequence HLA-A02:01. The binding affinity (normalized) is 0.0426. (3) The peptide sequence is NTFKFGVIY. The MHC is HLA-B27:03 with pseudo-sequence HLA-B27:03. The binding affinity (normalized) is 0.0847.